Predict the reaction yield, written as a fraction of the theoretical maximum amount of product (1.0 means a 100% yield; for example, 0.34 means a 34% yield). From a dataset of Reaction yield outcomes from USPTO patents with 853,638 reactions. The reactants are [Na].[C:2]([O:9][CH3:10])(=[O:8])[CH2:3][C:4]([O:6][CH3:7])=[O:5].BrC[C:13]1[CH:18]=[CH:17][CH:16]=[C:15]([O:19][CH3:20])[C:14]=1[CH2:21][CH2:22][C:23]1[CH:27]=[CH:26][S:25][CH:24]=1. The catalyst is CO.CCOC(C)=O. The product is [CH3:7][O:6][C:4](=[O:5])[CH:3]([C:13]1[CH:18]=[CH:17][CH:16]=[C:15]([O:19][CH3:20])[C:14]=1[CH2:21][CH2:22][C:23]1[CH:27]=[CH:26][S:25][CH:24]=1)[C:2]([O:9][CH3:10])=[O:8]. The yield is 0.920.